Dataset: Reaction yield outcomes from USPTO patents with 853,638 reactions. Task: Predict the reaction yield, written as a fraction of the theoretical maximum amount of product (1.0 means a 100% yield; for example, 0.34 means a 34% yield). (1) The reactants are [I:1][C:2]1[CH:7]=[CH:6][C:5]([OH:8])=[C:4]([O:9][CH3:10])[CH:3]=1.C([O-])([O-])=O.[K+].[K+].[CH2:17]([C:19]1[CH:26]=[CH:25][C:22]([CH2:23]Cl)=[CH:21][CH:20]=1)[CH3:18].O. The catalyst is CN(C=O)C. The product is [CH2:17]([C:19]1[CH:26]=[CH:25][C:22]([CH2:23][O:8][C:5]2[CH:6]=[CH:7][C:2]([I:1])=[CH:3][C:4]=2[O:9][CH3:10])=[CH:21][CH:20]=1)[CH3:18]. The yield is 0.870. (2) The reactants are C(C1C(=O)C(Cl)=C(Cl)C(=O)C=1C#N)#N.[F:15][C:16]1[CH:25]=[C:24]2[C:19]([CH2:20][CH2:21][C:22](=[O:26])[NH:23]2)=[CH:18][CH:17]=1. The catalyst is O1CCOCC1. The product is [F:15][C:16]1[CH:25]=[C:24]2[C:19]([CH:20]=[CH:21][C:22](=[O:26])[NH:23]2)=[CH:18][CH:17]=1. The yield is 0.180. (3) The reactants are [Br:1][C:2]1[CH:3]=[C:4]([S:8](Cl)(=[O:10])=[O:9])[CH:5]=[CH:6][CH:7]=1.[N:12]1([CH2:17][CH2:18][NH2:19])[CH2:16][CH2:15][CH2:14][CH2:13]1. The catalyst is C1COCC1. The product is [Br:1][C:2]1[CH:3]=[C:4]([S:8]([NH:19][CH2:18][CH2:17][N:12]2[CH2:16][CH2:15][CH2:14][CH2:13]2)(=[O:10])=[O:9])[CH:5]=[CH:6][CH:7]=1. The yield is 0.480. (4) The reactants are [CH:1]1([CH2:4][O:5][NH:6][C:7]([C:9]2[C:17]([NH:18][C:19]3[CH:24]=[CH:23][C:22](I)=[CH:21][C:20]=3[CH3:26])=[C:16]([F:27])[C:12]3[N:13]=[CH:14][NH:15][C:11]=3[CH:10]=2)=[O:8])[CH2:3][CH2:2]1.[C:28]([Si:30]([CH3:33])([CH3:32])[CH3:31])#[CH:29]. The catalyst is C(#N)C.C(N(CC)CC)C.Cl[Pd](Cl)([P](C1C=CC=CC=1)(C1C=CC=CC=1)C1C=CC=CC=1)[P](C1C=CC=CC=1)(C1C=CC=CC=1)C1C=CC=CC=1.[Cu]I. The product is [CH:1]1([CH2:4][O:5][NH:6][C:7]([C:9]2[C:17]([NH:18][C:19]3[CH:24]=[CH:23][C:22]([C:29]#[C:28][Si:30]([CH3:33])([CH3:32])[CH3:31])=[CH:21][C:20]=3[CH3:26])=[C:16]([F:27])[C:12]3[N:13]=[CH:14][NH:15][C:11]=3[CH:10]=2)=[O:8])[CH2:3][CH2:2]1. The yield is 0.870. (5) The reactants are [C:1](O)(=[O:6])[CH:2]=[CH:3][CH2:4][CH3:5].C(N(CC)CC)C.CC(C)(C)C(Cl)=O.[C:22]1([C@H:28]2[CH2:32][O:31][C:30](=[O:33])[NH:29]2)[CH:27]=[CH:26][CH:25]=[CH:24][CH:23]=1.C([Li])CCC. The catalyst is O1CCCC1. The product is [C:1]([N:29]1[C@@H:28]([C:22]2[CH:23]=[CH:24][CH:25]=[CH:26][CH:27]=2)[CH2:32][O:31][C:30]1=[O:33])(=[O:6])/[CH:2]=[CH:3]/[CH2:4][CH3:5]. The yield is 0.750. (6) The reactants are [Br:1][C:2]1[CH:3]=[C:4]2[C:9](=[C:10]([O:12][CH3:13])[CH:11]=1)[N:8]=[C:7]([C:14]1[CH:15]=[N:16][CH:17]=[CH:18][CH:19]=1)[N:6]=[C:5]2O.O=S(Cl)[Cl:23]. The catalyst is CN(C=O)C. The product is [Br:1][C:2]1[CH:3]=[C:4]2[C:9](=[C:10]([O:12][CH3:13])[CH:11]=1)[N:8]=[C:7]([C:14]1[CH:15]=[N:16][CH:17]=[CH:18][CH:19]=1)[N:6]=[C:5]2[Cl:23]. The yield is 0.980. (7) The reactants are [CH3:1][N:2]1[C:10]2[C:9](=[O:11])[NH:8][C:7](=[O:12])[NH:6][C:5]=2[N:4]=[CH:3]1.[H-].[Na+].[CH2:15](Br)[C:16]1[O:20][CH:19]=[CH:18][CH:17]=1. The catalyst is CS(C)=O. The product is [O:20]1[CH:19]=[CH:18][CH:17]=[C:16]1[CH2:15][N:6]1[C:5]2[N:4]=[CH:3][N:2]([CH3:1])[C:10]=2[C:9](=[O:11])[NH:8][C:7]1=[O:12]. The yield is 0.140. (8) The product is [CH3:1][N:2]1[CH2:7][CH2:6][N:5]2[N:8]=[C:9]([NH2:11])[CH:10]=[C:4]2[CH2:3]1. The catalyst is C(O)C. The reactants are [CH3:1][N:2]1[CH2:7][CH2:6][N:5]2[N:8]=[C:9]([N+:11]([O-])=O)[CH:10]=[C:4]2[CH2:3]1. The yield is 0.990.